This data is from Forward reaction prediction with 1.9M reactions from USPTO patents (1976-2016). The task is: Predict the product of the given reaction. (1) Given the reactants [Al+3].[Cl-].[Cl-].[Cl-].[C:5]([CH2:9][CH2:10][C:11](Cl)=[O:12])([O:7][CH3:8])=[O:6].[NH:14]1[CH:18]=[CH:17][CH:16]=[CH:15]1.O.Cl[CH2:21]Cl, predict the reaction product. The product is: [CH2:8]([O:7][C:5](=[O:6])[CH2:9][CH2:10][C:11](=[O:12])[C:16]1[CH:17]=[CH:18][NH:14][CH:15]=1)[CH3:21]. (2) Given the reactants Br[CH2:2][C:3]([C:5]1[CH:10]=[CH:9][N:8]=[C:7]([CH3:11])[CH:6]=1)=O.[CH3:12][C:13]1[CH:14]=[C:15]([NH:19][C:20]([NH2:22])=[S:21])[CH:16]=[CH:17][CH:18]=1.N, predict the reaction product. The product is: [CH3:12][C:13]1[CH:14]=[C:15]([NH:19][C:20]2[S:21][CH:2]=[C:3]([C:5]3[CH:10]=[CH:9][N:8]=[C:7]([CH3:11])[CH:6]=3)[N:22]=2)[CH:16]=[CH:17][CH:18]=1. (3) Given the reactants [Cl:1][C:2]1[C:10]2[C:9]([NH:11][NH2:12])=[N:8][CH:7]=[N:6][C:5]=2[S:4][CH:3]=1.C(O[C:16](OCC)(OCC)[CH:17]([CH3:19])[CH3:18])C.C(OCC)(=O)C, predict the reaction product. The product is: [Cl:1][C:2]1[C:10]2[C:9]3[N:8]([C:16]([CH:17]([CH3:19])[CH3:18])=[N:12][N:11]=3)[CH:7]=[N:6][C:5]=2[S:4][CH:3]=1. (4) Given the reactants Br[C:2]1[CH:3]=[N:4][CH:5]=[CH:6][CH:7]=1.[F:8][C:9]1[CH:14]=[CH:13][C:12](B(O)O)=[CH:11][CH:10]=1.N#N, predict the reaction product. The product is: [F:8][C:9]1[CH:14]=[CH:13][C:12]([C:2]2[CH:3]=[N:4][CH:5]=[CH:6][CH:7]=2)=[CH:11][CH:10]=1. (5) Given the reactants [C:1]([O:4][CH2:5][C:6](=[O:16])[CH2:7][C:8]1C=C[C:11](Cl)=[C:10](Cl)[CH:9]=1)(=[O:3])[CH3:2].ClCC(=O)CC1[S:22]C=CC=1.C(O)(=O)C.C(N(CC)CC)C, predict the reaction product. The product is: [C:1]([O:4][CH2:5][C:6](=[O:16])[CH2:7][C:8]1[S:22][CH:11]=[CH:10][CH:9]=1)(=[O:3])[CH3:2]. (6) Given the reactants [CH3:1][O:2][C:3]1[CH:11]=[C:10]([C:12]([O:14][CH2:15][CH3:16])=[O:13])[CH:9]=[C:8]2[C:4]=1[CH:5]=[N:6][NH:7]2.F[B-](F)(F)F.[CH2:22]([O+](CC)CC)[CH3:23], predict the reaction product. The product is: [CH2:22]([N:6]1[CH:5]=[C:4]2[C:8]([CH:9]=[C:10]([C:12]([O:14][CH2:15][CH3:16])=[O:13])[CH:11]=[C:3]2[O:2][CH3:1])=[N:7]1)[CH3:23].